From a dataset of Forward reaction prediction with 1.9M reactions from USPTO patents (1976-2016). Predict the product of the given reaction. (1) Given the reactants [C:1]1([CH:7]([CH3:9])[CH3:8])[CH:6]=[CH:5][CH:4]=[CH:3][CH:2]=1.[Cl-].[Al+3].[Cl-].[Cl-].[Br:14][CH2:15][C:16](Br)=[O:17], predict the reaction product. The product is: [Br:14][CH2:15][C:16]([C:4]1[CH:5]=[CH:6][C:1]([CH:7]([CH3:9])[CH3:8])=[CH:2][CH:3]=1)=[O:17]. (2) Given the reactants [Cl:1][C:2]1[NH:6][C:5]2[CH:7]=[CH:8][CH:9]=[CH:10][C:4]=2[N:3]=1.Cl[CH2:12][C:13]1[CH:18]=[CH:17][C:16]([O:19][CH3:20])=[CH:15][CH:14]=1.C(=O)([O-])[O-].[K+].[K+], predict the reaction product. The product is: [Cl:1][C:2]1[N:6]([CH2:12][C:13]2[CH:18]=[CH:17][C:16]([O:19][CH3:20])=[CH:15][CH:14]=2)[C:5]2[CH:7]=[CH:8][CH:9]=[CH:10][C:4]=2[N:3]=1.